This data is from Catalyst prediction with 721,799 reactions and 888 catalyst types from USPTO. The task is: Predict which catalyst facilitates the given reaction. Reactant: [CH:1](=[O:6])[CH2:2][CH:3]([CH3:5])[CH3:4].[CH2:7](NCCC)[CH2:8][CH3:9].C[C:15]1(C)[O:20]C(=O)CC(=O)[O:16]1.C(=O)([O-])[O-:25].[K+].[K+].Cl. Product: [CH2:4]([CH:3]([CH2:5][C:15]([OH:20])=[O:16])[CH2:2][C:1]([OH:25])=[O:6])[CH:8]([CH3:9])[CH3:7]. The catalyst class is: 244.